From a dataset of Forward reaction prediction with 1.9M reactions from USPTO patents (1976-2016). Predict the product of the given reaction. (1) Given the reactants C([Li])CCC.[CH3:6][O:7][C:8]1[N:9]=[N:10][C:11]([C:14]2[CH:19]=[CH:18][N:17]=[CH:16][CH:15]=2)=[CH:12][CH:13]=1.[I:20]I, predict the reaction product. The product is: [I:20][C:13]1[CH:12]=[C:11]([C:14]2[CH:19]=[CH:18][N:17]=[CH:16][CH:15]=2)[N:10]=[N:9][C:8]=1[O:7][CH3:6]. (2) Given the reactants [NH:1]1[C:9]2[C:4](=[CH:5][C:6]([NH:10][C:11]3[CH:20]=[CH:19][C:18]([Cl:21])=[CH:17][C:12]=3[C:13]([O:15][CH3:16])=[O:14])=[CH:7][CH:8]=2)[CH:3]=[CH:2]1.Cl.Cl[CH2:24][C:25]1[N:26]=[CH:27][S:28][CH:29]=1.CC(C)([O-])C.[K+].O, predict the reaction product. The product is: [Cl:21][C:18]1[CH:19]=[CH:20][C:11]([NH:10][C:6]2[CH:5]=[C:4]3[C:9](=[CH:8][CH:7]=2)[N:1]([CH2:24][C:25]2[N:26]=[CH:27][S:28][CH:29]=2)[CH:2]=[CH:3]3)=[C:12]([CH:17]=1)[C:13]([O:15][CH3:16])=[O:14].